This data is from Catalyst prediction with 721,799 reactions and 888 catalyst types from USPTO. The task is: Predict which catalyst facilitates the given reaction. (1) Reactant: [AlH](CC(C)C)CC(C)C.[F:10][C:11]1[CH:12]=[CH:13][C:14]2[C:15]3[CH2:24][CH2:23][NH:22][C:21](=O)[CH2:20][C:16]=3[NH:17][C:18]=2[CH:19]=1. Product: [F:10][C:11]1[CH:12]=[CH:13][C:14]2[C:15]3[CH2:24][CH2:23][NH:22][CH2:21][CH2:20][C:16]=3[NH:17][C:18]=2[CH:19]=1. The catalyst class is: 168. (2) Product: [NH:1]([C:18]([O:20][C:21]([CH3:22])([CH3:23])[CH3:24])=[O:19])[C@@H:2]([C:15]([O:17][CH2:49][CH2:48][C:47]([F:52])([F:51])[F:46])=[O:16])[CH2:3][CH2:4][C:5](=[O:14])[OH:6]. Reactant: [NH:1]([C:18]([O:20][C:21]([CH3:24])([CH3:23])[CH3:22])=[O:19])[C@@H:2]([C:15]([OH:17])=[O:16])[CH2:3][CH2:4][C:5](=[O:14])[O:6]CC1C=CC=CC=1.ON1C(=O)CCC1=O.CCN=C=NCCCN(C)C.Cl.Cl.[F:46][C:47]([F:52])([F:51])[CH2:48][CH2:49]O.CCN(C(C)C)C(C)C. The catalyst class is: 3. (3) Reactant: [CH2:1]([N:8]1[CH2:13][CH2:12][NH:11][CH2:10][CH2:9]1)[C:2]1[CH:7]=[CH:6][CH:5]=[CH:4][CH:3]=1.CCN(CC)CC.Cl[C:22]([O:24][CH2:25][CH2:26][CH2:27][CH3:28])=[O:23].O. Product: [CH2:25]([O:24][C:22]([N:11]1[CH2:12][CH2:13][N:8]([CH2:1][C:2]2[CH:3]=[CH:4][CH:5]=[CH:6][CH:7]=2)[CH2:9][CH2:10]1)=[O:23])[CH2:26][CH2:27][CH3:28]. The catalyst class is: 2. (4) Reactant: Cl[C:2]1[C:3]([NH:13][CH2:14][CH2:15][O:16][C:17]2[CH:22]=[CH:21][C:20]([F:23])=[CH:19][CH:18]=2)=[N:4][CH:5]=[C:6]([CH:12]=1)[C:7]([O:9][CH2:10][CH3:11])=[O:8].CCN(CC)CC.CO. Product: [F:23][C:20]1[CH:21]=[CH:22][C:17]([O:16][CH2:15][CH2:14][NH:13][C:3]2[CH:2]=[CH:12][C:6]([C:7]([O:9][CH2:10][CH3:11])=[O:8])=[CH:5][N:4]=2)=[CH:18][CH:19]=1. The catalyst class is: 354. (5) Reactant: C([Mg]Cl)(C)C.[Si:6]([O:13][CH2:14][C:15]([N:18]1[C:22]2[N:23]=[C:24]([Cl:27])[N:25]=[CH:26][C:21]=2[C:20](I)=[CH:19]1)([CH3:17])[CH3:16])([C:9]([CH3:12])([CH3:11])[CH3:10])([CH3:8])[CH3:7].[C:29]1([C:35](=[N:42][C:43]2[CH:44]=[N:45][CH:46]=[C:47]([CH:54]=2)[C:48](N(OC)C)=[O:49])[C:36]2[CH:41]=[CH:40][CH:39]=[CH:38][CH:37]=2)[CH:34]=[CH:33][CH:32]=[CH:31][CH:30]=1. The catalyst class is: 1. Product: [Si:6]([O:13][CH2:14][C:15]([N:18]1[C:22]2[N:23]=[C:24]([Cl:27])[N:25]=[CH:26][C:21]=2[C:20]([C:48]([C:47]2[CH:46]=[N:45][CH:44]=[C:43]([N:42]=[C:35]([C:36]3[CH:41]=[CH:40][CH:39]=[CH:38][CH:37]=3)[C:29]3[CH:34]=[CH:33][CH:32]=[CH:31][CH:30]=3)[CH:54]=2)=[O:49])=[CH:19]1)([CH3:17])[CH3:16])([C:9]([CH3:12])([CH3:11])[CH3:10])([CH3:8])[CH3:7]. (6) Reactant: [Br:1][C:2]1[N:7]=[CH:6][C:5]([CH2:8][OH:9])=[CH:4][CH:3]=1.[CH3:10][S:11](Cl)(=[O:13])=[O:12]. Product: [CH3:10][S:11]([O:9][CH2:8][C:5]1[CH:6]=[N:7][C:2]([Br:1])=[CH:3][CH:4]=1)(=[O:13])=[O:12]. The catalyst class is: 2.